Dataset: Full USPTO retrosynthesis dataset with 1.9M reactions from patents (1976-2016). Task: Predict the reactants needed to synthesize the given product. (1) Given the product [CH:30]1([N:34]2[CH2:40][CH2:39][C:38]3[CH:41]=[CH:42][C:43]([CH2:45][NH:46][C:13]([C:10]4[CH:11]=[N:12][C:7]([N:5]5[CH2:4][CH:3]([O:2][CH3:1])[CH2:6]5)=[N:8][CH:9]=4)=[O:15])=[CH:44][C:37]=3[CH2:36][CH2:35]2)[CH2:33][CH2:32][CH2:31]1, predict the reactants needed to synthesize it. The reactants are: [CH3:1][O:2][CH:3]1[CH2:6][N:5]([C:7]2[N:12]=[CH:11][C:10]([C:13]([OH:15])=O)=[CH:9][N:8]=2)[CH2:4]1.C(Cl)CCl.ON1C2N=CC=CC=2N=N1.[CH:30]1([N:34]2[CH2:40][CH2:39][C:38]3[CH:41]=[CH:42][C:43]([CH2:45][NH2:46])=[CH:44][C:37]=3[CH2:36][CH2:35]2)[CH2:33][CH2:32][CH2:31]1.[OH-].[Na+].C([O-])(O)=O.[Na+]. (2) Given the product [CH3:30][O:31][C:32]1[CH:33]=[C:34]([NH:38][C:7]2[NH:8][C:3](=[O:2])[CH:4]=[C:5]([C:13]3[CH:29]=[CH:28][C:16]4[NH:17][C:18]([NH:20][C:21]([C:23]5[S:24][CH:25]=[CH:26][CH:27]=5)=[O:22])=[N:19][C:15]=4[CH:14]=3)[N:6]=2)[CH:35]=[CH:36][CH:37]=1, predict the reactants needed to synthesize it. The reactants are: C[O:2][C:3]1[N:8]=[C:7](S(C)(=O)=O)[N:6]=[C:5]([C:13]2[CH:29]=[CH:28][C:16]3[NH:17][C:18]([NH:20][C:21]([C:23]4[S:24][CH:25]=[CH:26][CH:27]=4)=[O:22])=[N:19][C:15]=3[CH:14]=2)[CH:4]=1.[CH3:30][O:31][C:32]1[CH:37]=[CH:36][CH:35]=[C:34]([NH2:38])[CH:33]=1. (3) Given the product [OH2:7].[S:6]([O-:10])([O-:9])(=[O:8])=[O:7].[V+3:2].[S:6]([O-:10])([O-:9])(=[O:8])=[O:7].[S:6]([O-:10])([O-:9])(=[O:8])=[O:7].[V+3:2], predict the reactants needed to synthesize it. The reactants are: [O-2].[V+3:2].[O-2].[O-2].[V+3].[S:6](=[O:10])(=[O:9])([OH:8])[OH:7].